From a dataset of Reaction yield outcomes from USPTO patents with 853,638 reactions. Predict the reaction yield, written as a fraction of the theoretical maximum amount of product (1.0 means a 100% yield; for example, 0.34 means a 34% yield). (1) The reactants are [N:1]1[CH:6]=[CH:5][CH:4]=[C:3]([C:7]2[CH:15]=[C:14]3[C:10]([CH2:11][C:12](=[O:16])[NH:13]3)=[CH:9][CH:8]=2)[CH:2]=1.[CH2:17]([N:19]([CH2:36][CH3:37])[CH2:20][CH2:21][NH:22][C:23]([C:25]1[NH:26][C:27]([CH:34]=O)=[C:28]2[C:33]=1[CH2:32][CH2:31][CH2:30][CH2:29]2)=[O:24])[CH3:18]. No catalyst specified. The product is [CH2:36]([N:19]([CH2:17][CH3:18])[CH2:20][CH2:21][NH:22][C:23]([C:25]1[NH:26][C:27]([CH:34]=[C:11]2[C:10]3[C:14](=[CH:15][C:7]([C:3]4[CH:2]=[N:1][CH:6]=[CH:5][CH:4]=4)=[CH:8][CH:9]=3)[NH:13][C:12]2=[O:16])=[C:28]2[C:33]=1[CH2:32][CH2:31][CH2:30][CH2:29]2)=[O:24])[CH3:37]. The yield is 0.380. (2) The reactants are [C:1]([O:5][C:6](=[O:32])[CH2:7][C@@H:8]1[N:14]([C:15]([O:17][C:18]([CH3:21])([CH3:20])[CH3:19])=[O:16])[C:13](=[O:22])[C:12]2[CH:23]=[C:24](Cl)[CH:25]=[CH:26][C:11]=2[C:10]2[C:28]([CH3:31])=[N:29][O:30][C:9]1=2)([CH3:4])([CH3:3])[CH3:2].[CH3:33][N:34]1[CH:38]=[C:37](B2OC(C)(C)C(C)(C)O2)[CH:36]=[N:35]1.[O-]P([O-])([O-])=O.[K+].[K+].[K+]. The catalyst is C1C=CC(/C=C/C(/C=C/C2C=CC=CC=2)=O)=CC=1.C1C=CC(/C=C/C(/C=C/C2C=CC=CC=2)=O)=CC=1.C1C=CC(/C=C/C(/C=C/C2C=CC=CC=2)=O)=CC=1.[Pd].[Pd].F[B-](F)(F)F.C([PH+](C(C)(C)C)C(C)(C)C)(C)(C)C.CCOC(C)=O. The product is [C:1]([O:5][C:6](=[O:32])[CH2:7][C@@H:8]1[N:14]([C:15]([O:17][C:18]([CH3:21])([CH3:20])[CH3:19])=[O:16])[C:13](=[O:22])[C:12]2[CH:23]=[C:24]([C:37]3[CH:36]=[N:35][N:34]([CH3:33])[CH:38]=3)[CH:25]=[CH:26][C:11]=2[C:10]2[C:28]([CH3:31])=[N:29][O:30][C:9]1=2)([CH3:4])([CH3:3])[CH3:2]. The yield is 0.920.